Dataset: Peptide-MHC class I binding affinity with 185,985 pairs from IEDB/IMGT. Task: Regression. Given a peptide amino acid sequence and an MHC pseudo amino acid sequence, predict their binding affinity value. This is MHC class I binding data. (1) The peptide sequence is RSLFGGMSW. The MHC is HLA-B58:01 with pseudo-sequence HLA-B58:01. The binding affinity (normalized) is 0.853. (2) The peptide sequence is EWFRNVLSI. The MHC is HLA-A24:02 with pseudo-sequence HLA-A24:02. The binding affinity (normalized) is 0.373. (3) The peptide sequence is YAKKFKTGM. The MHC is HLA-B58:01 with pseudo-sequence HLA-B58:01. The binding affinity (normalized) is 0.0847. (4) The peptide sequence is SSSLTSLLK. The binding affinity (normalized) is 0.0847. The MHC is HLA-A02:01 with pseudo-sequence HLA-A02:01. (5) The peptide sequence is GTEMFRHGY. The MHC is HLA-A31:01 with pseudo-sequence HLA-A31:01. The binding affinity (normalized) is 0.167. (6) The peptide sequence is MSIPATLFV. The MHC is HLA-A68:02 with pseudo-sequence HLA-A68:02. The binding affinity (normalized) is 1.00. (7) The peptide sequence is MLDPRFVKQ. The MHC is HLA-B39:01 with pseudo-sequence HLA-B39:01. The binding affinity (normalized) is 0.0847. (8) The peptide sequence is SVINRVSENT. The MHC is HLA-A02:02 with pseudo-sequence HLA-A02:02. The binding affinity (normalized) is 0.199. (9) The peptide sequence is RPTHKPVTL. The MHC is HLA-B53:01 with pseudo-sequence HLA-B53:01. The binding affinity (normalized) is 0.213.